From a dataset of Reaction yield outcomes from USPTO patents with 853,638 reactions. Predict the reaction yield, written as a fraction of the theoretical maximum amount of product (1.0 means a 100% yield; for example, 0.34 means a 34% yield). (1) The reactants are [CH:1]1([CH2:7][C@H:8]([NH:24][C:25]([C:27]2[O:28][CH:29]=[CH:30][CH:31]=2)=[O:26])[C:9](=[O:23])[NH:10][C@H:11]2[CH2:17][CH2:16][C@@H:15]([CH3:18])[N:14]([CH2:19][CH2:20][CH3:21])[CH2:13][C@@H:12]2[OH:22])[CH2:6][CH2:5][CH2:4][CH2:3][CH2:2]1.C(N(CC)CC)C. The catalyst is CS(C)=O.O. The product is [CH:1]1([CH2:7][C@H:8]([NH:24][C:25]([C:27]2[O:28][CH:29]=[CH:30][CH:31]=2)=[O:26])[C:9](=[O:23])[NH:10][C@H:11]2[CH2:17][CH2:16][C@@H:15]([CH3:18])[N:14]([CH2:19][CH2:20][CH3:21])[CH2:13][C:12]2=[O:22])[CH2:2][CH2:3][CH2:4][CH2:5][CH2:6]1. The yield is 0.790. (2) The reactants are C(OC([N:8]([CH2:39][C:40]([O:42]C(C)(C)C)=[O:41])[C:9]1[CH:14]=[CH:13][CH:12]=[C:11]([CH:15]([CH2:26][C:27]2[CH:32]=[CH:31][C:30]([C:33]3[S:34][C:35]([Cl:38])=[CH:36][N:37]=3)=[CH:29][CH:28]=2)[NH:16][S:17]([C:20]2[CH:25]=[CH:24][CH:23]=[CH:22][N:21]=2)(=[O:19])=[O:18])[N:10]=1)=O)(C)(C)C.C(OC(N(CC(OC(C)(C)C)=O)C1C=CC=C(C(CC2C=CC(C3SC(C)=CN=3)=CC=2)NS(C2C=CC=CN=2)(=O)=O)N=1)=O)(C)(C)C. The product is [Cl:38][C:35]1[S:34][C:33]([C:30]2[CH:29]=[CH:28][C:27]([CH2:26][CH:15]([NH:16][S:17]([C:20]3[CH:25]=[CH:24][CH:23]=[CH:22][N:21]=3)(=[O:19])=[O:18])[C:11]3[N:10]=[C:9]([NH:8][CH2:39][C:40]([OH:42])=[O:41])[CH:14]=[CH:13][CH:12]=3)=[CH:32][CH:31]=2)=[N:37][CH:36]=1. No catalyst specified. The yield is 0.660. (3) The reactants are [F:1][C:2]1[CH:3]=[C:4]([CH:25]=[CH:26][CH:27]=1)[CH2:5][O:6][C:7]1[CH:12]=[CH:11][C:10]([CH2:13][CH2:14][NH:15][CH2:16][C:17]2[CH:22]=[CH:21][CH:20]=[CH:19][CH:18]=2)=[CH:9][C:8]=1[O:23][CH3:24].C(N(C(C)C)CC)(C)C.[CH3:37][O:38][C:39](=[O:42])[CH2:40]Br. The catalyst is C(#N)C. The product is [CH3:37][O:38][C:39](=[O:42])[CH2:40][N:15]([CH2:14][CH2:13][C:10]1[CH:11]=[CH:12][C:7]([O:6][CH2:5][C:4]2[CH:25]=[CH:26][CH:27]=[C:2]([F:1])[CH:3]=2)=[C:8]([O:23][CH3:24])[CH:9]=1)[CH2:16][C:17]1[CH:18]=[CH:19][CH:20]=[CH:21][CH:22]=1. The yield is 0.950. (4) The reactants are C[O:2][C:3]1[CH:8]=[C:7]([CH2:9][CH2:10][CH3:11])[CH:6]=[CH:5][C:4]=1[OH:12].B(Br)(Br)Br. The catalyst is C(Cl)Cl. The product is [OH:2][C:3]1[CH:8]=[C:7]([CH2:9][CH2:10][CH3:11])[CH:6]=[CH:5][C:4]=1[OH:12]. The yield is 0.860. (5) The reactants are [CH2:1]([N:8]1[C:16]2[C:11](=[CH:12][C:13]([OH:17])=[CH:14][CH:15]=2)[CH2:10][CH2:9]1)[C:2]1[CH:7]=[CH:6][CH:5]=[CH:4][CH:3]=1.[Na].[CH:19]([C:22]1[CH:27]=[CH:26][C:25]([N:28]=[C:29]=[O:30])=[CH:24][CH:23]=1)([CH3:21])[CH3:20]. The catalyst is C(OCC)C. The product is [CH:19]([C:22]1[CH:27]=[CH:26][C:25]([NH:28][C:29](=[O:30])[O:17][C:13]2[CH:12]=[C:11]3[C:16](=[CH:15][CH:14]=2)[N:8]([CH2:1][C:2]2[CH:3]=[CH:4][CH:5]=[CH:6][CH:7]=2)[CH2:9][CH2:10]3)=[CH:24][CH:23]=1)([CH3:21])[CH3:20]. The yield is 0.870.